From a dataset of CYP1A2 inhibition data for predicting drug metabolism from PubChem BioAssay. Regression/Classification. Given a drug SMILES string, predict its absorption, distribution, metabolism, or excretion properties. Task type varies by dataset: regression for continuous measurements (e.g., permeability, clearance, half-life) or binary classification for categorical outcomes (e.g., BBB penetration, CYP inhibition). Dataset: cyp1a2_veith. (1) The molecule is O=C(Nc1ccc(-c2cn3ccccc3n2)cc1)c1ccc(Cl)cc1. The result is 0 (non-inhibitor). (2) The compound is COc1ccc(C[C@@H]2c3cc(OC)c(OC)cc3CC[N@+]2(C)CCC(=O)OCCCCCOC(=O)CC[N@@+]2(C)CCc3cc(OC)c(OC)cc3[C@H]2Cc2ccc(OC)c(OC)c2)cc1OC.O=S(=O)([O-])c1ccccc1.O=S(=O)([O-])c1ccccc1. The result is 0 (non-inhibitor).